Dataset: Forward reaction prediction with 1.9M reactions from USPTO patents (1976-2016). Task: Predict the product of the given reaction. (1) The product is: [F:7][C:8]1[CH:9]=[C:10]([CH:11]=[CH:12][CH:13]=1)[O:14][CH2:16][C:17]([NH:19]/[C:20](/[CH3:26])=[CH:21]\[C:22]([O:24][CH3:25])=[O:23])=[O:18]. Given the reactants C([O-])([O-])=O.[K+].[K+].[F:7][C:8]1[CH:9]=[C:10]([OH:14])[CH:11]=[CH:12][CH:13]=1.Br[CH2:16][C:17]([NH:19]/[C:20](/[CH3:26])=[CH:21]\[C:22]([O:24][CH3:25])=[O:23])=[O:18], predict the reaction product. (2) Given the reactants [CH3:1][O:2][C:3](=[O:17])[C:4]1[CH:9]=[C:8]([C:10]2[CH2:14][CH2:13][CH2:12][C:11]=2Br)[CH:7]=[C:6]([NH2:16])[CH:5]=1.[F:18][C:19]1[CH:36]=[C:35]([F:37])[CH:34]=[CH:33][C:20]=1[CH2:21][O:22][C:23]1[CH:28]=[CH:27][C:26]([Br:29])=[CH:25][C:24]=1B(O)O, predict the reaction product. The product is: [CH3:1][O:2][C:3](=[O:17])[C:4]1[CH:5]=[C:6]([NH2:16])[CH:7]=[C:8]([C:10]2[CH2:14][CH2:13][CH2:12][C:11]=2[C:24]2[CH:25]=[C:26]([Br:29])[CH:27]=[CH:28][C:23]=2[O:22][CH2:21][C:20]2[CH:33]=[CH:34][C:35]([F:37])=[CH:36][C:19]=2[F:18])[CH:9]=1. (3) Given the reactants Cl[C:2]1[S:3][C:4]([CH2:7][N:8]2[CH2:12][CH:11]([C:13]3[CH:18]=[C:17]([F:19])[CH:16]=[C:15]([F:20])[C:14]=3[F:21])[CH2:10][C:9]2=[O:22])=[CH:5][N:6]=1.[CH3:23][NH:24][CH3:25].O[Li].O, predict the reaction product. The product is: [CH3:23][N:24]([CH3:25])[C:2]1[S:3][C:4]([CH2:7][N:8]2[CH2:12][CH:11]([C:13]3[CH:18]=[C:17]([F:19])[CH:16]=[C:15]([F:20])[C:14]=3[F:21])[CH2:10][C:9]2=[O:22])=[CH:5][N:6]=1. (4) Given the reactants [CH2:1]([C:3]1[CH:8]=[C:7]([CH3:9])[CH:6]=[C:5]([CH2:10][CH3:11])[C:4]=1[C:12](=O)[C:13]([N:15]([CH3:24])[N:16]=[C:17]([CH3:23])[CH2:18][S:19]([CH3:22])(=[O:21])=[O:20])=[O:14])[CH3:2].C1(C)C=CC=CC=1.O.[OH-].[Li+].Cl, predict the reaction product. The product is: [CH2:1]([C:3]1[CH:8]=[C:7]([CH3:9])[CH:6]=[C:5]([CH2:10][CH3:11])[C:4]=1[C:12]1[C:13](=[O:14])[N:15]([CH3:24])[N:16]=[C:17]([CH3:23])[C:18]=1[S:19]([CH3:22])(=[O:21])=[O:20])[CH3:2].